This data is from Reaction yield outcomes from USPTO patents with 853,638 reactions. The task is: Predict the reaction yield, written as a fraction of the theoretical maximum amount of product (1.0 means a 100% yield; for example, 0.34 means a 34% yield). (1) The reactants are [S:1]1[CH:5]=[CH:4][C:3]([N:6]2[C:14]3[C:9](=[CH:10][CH:11]=[CH:12][CH:13]=3)[C:8](=O)[C:7]2=[O:16])=[CH:2]1.[NH2:17][C:18]1[CH:23]=[CH:22][C:21]([CH3:24])=[CH:20][CH:19]=1. The catalyst is CC(O)=O.CO. The product is [CH3:24][C:21]1[CH:22]=[CH:23][C:18](/[N:17]=[C:8]2/[C:7](=[O:16])[N:6]([C:3]3[CH:4]=[CH:5][S:1][CH:2]=3)[C:14]3[C:9]/2=[CH:10][CH:11]=[CH:12][CH:13]=3)=[CH:19][CH:20]=1. The yield is 0.500. (2) The catalyst is O1CCOCC1. The reactants are Br[C:2]1[C:3]([N:20]2[CH2:25][CH2:24][CH2:23][C@@H:22]([NH:26]C(=O)OC(C)(C)C)[CH2:21]2)=[C:4]2[C:10]([NH:11][C:12](=[O:19])[C:13]3[CH:18]=[CH:17][CH:16]=[N:15][CH:14]=3)=[CH:9][NH:8][C:5]2=[N:6][CH:7]=1.[Li]C.C([Li])CCC.[Cl-:41].[NH4+]. The product is [ClH:41].[NH2:26][C@@H:22]1[CH2:23][CH2:24][CH2:25][N:20]([C:3]2[CH:2]=[CH:7][N:6]=[C:5]3[NH:8][CH:9]=[C:10]([NH:11][C:12](=[O:19])[C:13]4[CH:18]=[CH:17][CH:16]=[N:15][CH:14]=4)[C:4]=23)[CH2:21]1. The yield is 0.170. (3) The reactants are CCOC(/N=N/C(OCC)=O)=O.[C:13]([O:17][C:18]([N:20]1[CH2:25][CH2:24][N:23]([C:26]2[C:27]([O:32][CH2:33][CH2:34][OH:35])=[N:28][CH:29]=[CH:30][N:31]=2)[CH2:22][CH2:21]1)=[O:19])([CH3:16])([CH3:15])[CH3:14].O[C:37]1[C:45]2[C:41](=[N:42][S:43][N:44]=2)[CH:40]=[CH:39][CH:38]=1.C1C=CC(P(C2C=CC=CC=2)C2C=CC=CC=2)=CC=1. No catalyst specified. The product is [N:42]1[S:43][N:44]=[C:45]2[C:37]([O:35][CH2:34][CH2:33][O:32][C:27]3[C:26]([N:23]4[CH2:24][CH2:25][N:20]([C:18]([O:17][C:13]([CH3:16])([CH3:15])[CH3:14])=[O:19])[CH2:21][CH2:22]4)=[N:31][CH:30]=[CH:29][N:28]=3)=[CH:38][CH:39]=[CH:40][C:41]=12. The yield is 0.120. (4) The yield is 0.480. The reactants are [N+:1]([C:4]1[CH:5]=[C:6]2[C:10](=[CH:11][CH:12]=1)[NH:9][CH2:8][CH2:7]2)([O-:3])=[O:2].[H-].[Na+].[H][H].Cl.[CH3:18][N:19]([CH3:24])[CH2:20][CH2:21][CH2:22]Cl. The product is [CH3:18][N:19]([CH3:24])[CH2:20][CH2:21][CH2:22][N:9]1[C:10]2[C:6](=[CH:5][C:4]([N+:1]([O-:3])=[O:2])=[CH:12][CH:11]=2)[CH2:7][CH2:8]1. The catalyst is CN(C=O)C. (5) The reactants are Cl[C:2]1[C:11]([C:12]#[N:13])=[CH:10][C:9]2[C:8](=[O:14])[CH2:7][C:6]([CH3:16])([CH3:15])[CH2:5][C:4]=2[N:3]=1.[CH:17]1([NH2:22])[CH2:21][CH2:20][CH2:19][CH2:18]1.C(N(CC)CC)C.O. The catalyst is C(O)C. The product is [CH:17]1([NH:22][C:2]2[C:11]([C:12]#[N:13])=[CH:10][C:9]3[C:8](=[O:14])[CH2:7][C:6]([CH3:16])([CH3:15])[CH2:5][C:4]=3[N:3]=2)[CH2:21][CH2:20][CH2:19][CH2:18]1. The yield is 0.480. (6) The reactants are [CH:1]1[C:12]2=[C:13]3[CH:8]([CH2:9][CH2:10][CH2:11]2)[CH2:7][CH2:6][CH2:5][C:4]3=[CH:3][C:2]=1[NH:14][C:15]1[CH:25]=[CH:24][C:18]([C:19]([O:21]CC)=[O:20])=[CH:17][CH:16]=1.[OH-].[Na+].Cl. The catalyst is C(O)C. The product is [CH:3]1[C:4]2=[C:13]3[CH:8]([CH2:7][CH2:6][CH2:5]2)[CH2:9][CH2:10][CH2:11][C:12]3=[CH:1][C:2]=1[NH:14][C:15]1[CH:16]=[CH:17][C:18]([C:19]([OH:21])=[O:20])=[CH:24][CH:25]=1. The yield is 0.890. (7) The catalyst is CN(C=O)C. The product is [Br:1][C:2]1[CH:3]=[C:4]([CH:5]=[CH:6][CH:7]=1)[O:8][CH2:10][CH2:11][NH:12][C:13](=[O:19])[O:14][C:15]([CH3:18])([CH3:17])[CH3:16]. The yield is 0.600. The reactants are [Br:1][C:2]1[CH:3]=[C:4]([OH:8])[CH:5]=[CH:6][CH:7]=1.Br[CH2:10][CH2:11][NH:12][C:13](=[O:19])[O:14][C:15]([CH3:18])([CH3:17])[CH3:16].C(=O)([O-])[O-].[Cs+].[Cs+].